This data is from Full USPTO retrosynthesis dataset with 1.9M reactions from patents (1976-2016). The task is: Predict the reactants needed to synthesize the given product. (1) Given the product [NH:6]1[C:7]2[C:12](=[CH:11][CH:10]=[CH:9][CH:8]=2)[CH:4]=[CH:5]1, predict the reactants needed to synthesize it. The reactants are: C1([C:4]2[C:12]3[C:7](=[CH:8][CH:9]=[CH:10][CH:11]=3)[NH:6][CH:5]=2)CC1.C1(C2C3C(=CC=CC=3)NC=2[Si](C)(C)C)CC1.[F-].C([N+](CCCC)(CCCC)CCCC)CCC.O. (2) Given the product [O:37]1[CH2:36][CH2:35][N:34]([C:32]([C:29]2[CH:30]=[CH:31][C:26]([NH:25][C:2]3[C:3]4[NH:15][N:14]=[CH:13][C:4]=4[N:5]=[C:6]([C:8]4[S:9][CH:10]=[CH:11][CH:12]=4)[N:7]=3)=[CH:27][CH:28]=2)=[O:33])[CH2:39][CH2:38]1, predict the reactants needed to synthesize it. The reactants are: Cl[C:2]1[C:3]2[C:4](=[CH:13][N:14](CC3C=CC(OC)=CC=3)[N:15]=2)[N:5]=[C:6]([C:8]2[S:9][CH:10]=[CH:11][CH:12]=2)[N:7]=1.[NH2:25][C:26]1[CH:31]=[CH:30][C:29]([C:32]([N:34]2[CH2:39][CH2:38][O:37][CH2:36][CH2:35]2)=[O:33])=[CH:28][CH:27]=1.Cl. (3) Given the product [F:20][C:5]1[C:6]([CH2:8][N:9]2[C:17](=[O:18])[C:16]3[C:11](=[CH:12][CH:13]=[CH:14][CH:15]=3)[C:10]2=[O:19])=[CH:7][C:2]([C:26]2[N:22]([CH3:21])[N:23]=[C:24]([C:36]([F:39])([F:38])[F:37])[CH:25]=2)=[N:3][CH:4]=1, predict the reactants needed to synthesize it. The reactants are: Br[C:2]1[CH:7]=[C:6]([CH2:8][N:9]2[C:17](=[O:18])[C:16]3[C:11](=[CH:12][CH:13]=[CH:14][CH:15]=3)[C:10]2=[O:19])[C:5]([F:20])=[CH:4][N:3]=1.[CH3:21][N:22]1[C:26](B2OC(C)(C)C(C)(C)O2)=[CH:25][C:24]([C:36]([F:39])([F:38])[F:37])=[N:23]1.C(=O)([O-])[O-].[K+].[K+]. (4) Given the product [Br:1][C:2]1[CH:11]=[C:10]2[C:5]([C:6]([CH3:14])([CH3:13])[CH2:7][CH:8]([CH:17]=[O:18])[C:9]2=[O:12])=[CH:4][CH:3]=1, predict the reactants needed to synthesize it. The reactants are: [Br:1][C:2]1[CH:11]=[C:10]2[C:5]([C:6]([CH3:14])([CH3:13])[CH2:7][CH2:8][C:9]2=[O:12])=[CH:4][CH:3]=1.[H-].[Na+].[CH:17](OCC)=[O:18].Cl. (5) The reactants are: [CH3:1][C@H:2]1[C@H:6]([C:7]2[S:8][CH:9]=[CH:10][N:11]=2)[O:5][C:4](=[O:12])[NH:3]1.[H-].[Na+].[Cl:15][C:16]1[CH:21]=[C:20](Cl)[N:19]=[C:18]([N:23]2[CH2:28][CH2:27][O:26][CH2:25][CH2:24]2)[N:17]=1. Given the product [Cl:15][C:16]1[N:17]=[C:18]([N:23]2[CH2:28][CH2:27][O:26][CH2:25][CH2:24]2)[N:19]=[C:20]([N:3]2[C@@H:2]([CH3:1])[C@H:6]([C:7]3[S:8][CH:9]=[CH:10][N:11]=3)[O:5][C:4]2=[O:12])[CH:21]=1, predict the reactants needed to synthesize it. (6) The reactants are: [F:1][C:2]1[CH:7]=[CH:6][C:5]([C:8](=[O:20])[CH2:9][C:10](=[NH:19])[NH:11][C:12]2[CH:17]=[CH:16][CH:15]=[C:14]([CH3:18])[CH:13]=2)=[CH:4][CH:3]=1.[C:21](OC)(=[O:24])[C:22]#[CH:23]. Given the product [NH2:19][C:10]1[N:11]([C:12]2[CH:17]=[CH:16][CH:15]=[C:14]([CH3:18])[CH:13]=2)[C:21](=[O:24])[CH:22]=[CH:23][C:9]=1[C:8](=[O:20])[C:5]1[CH:6]=[CH:7][C:2]([F:1])=[CH:3][CH:4]=1, predict the reactants needed to synthesize it.